From a dataset of Catalyst prediction with 721,799 reactions and 888 catalyst types from USPTO. Predict which catalyst facilitates the given reaction. Reactant: [Br:1][C:2]1[CH:3]=[C:4]([S:8](Cl)(=[O:10])=[O:9])[CH:5]=[CH:6][CH:7]=1.[CH:12]1([NH:18][CH3:19])[CH2:17][CH2:16][CH2:15][CH2:14][CH2:13]1.CCN(C(C)C)C(C)C. Product: [Br:1][C:2]1[CH:3]=[C:4]([S:8]([N:18]([CH:12]2[CH2:17][CH2:16][CH2:15][CH2:14][CH2:13]2)[CH3:19])(=[O:10])=[O:9])[CH:5]=[CH:6][CH:7]=1. The catalyst class is: 2.